This data is from TCR-epitope binding with 47,182 pairs between 192 epitopes and 23,139 TCRs. The task is: Binary Classification. Given a T-cell receptor sequence (or CDR3 region) and an epitope sequence, predict whether binding occurs between them. The epitope is LLWNGPMAV. The TCR CDR3 sequence is CAISESPSGALGQFF. Result: 1 (the TCR binds to the epitope).